This data is from Reaction yield outcomes from USPTO patents with 853,638 reactions. The task is: Predict the reaction yield, written as a fraction of the theoretical maximum amount of product (1.0 means a 100% yield; for example, 0.34 means a 34% yield). (1) The reactants are [I:1][C:2]1[N:18](S(C2C=CC=CC=2)(=O)=O)[C:5]2=[N:6][CH:7]=[C:8]([NH:10][C:11](=[O:17])[O:12][C:13]([CH3:16])([CH3:15])[CH3:14])[CH:9]=[C:4]2[CH:3]=1.O.O.O.[F-].C([N+](CCCC)(CCCC)CCCC)CCC.O. The catalyst is O1CCCC1. The product is [I:1][C:2]1[NH:18][C:5]2=[N:6][CH:7]=[C:8]([NH:10][C:11](=[O:17])[O:12][C:13]([CH3:14])([CH3:15])[CH3:16])[CH:9]=[C:4]2[CH:3]=1. The yield is 0.590. (2) The reactants are [Cl:1][C:2]1[CH:7]=[C:6]([F:8])[CH:5]=[C:4]([F:9])[C:3]=1[O:10][CH3:11].C([Li])CCC.[I:17]I.OS([O-])=O.[Na+]. The catalyst is C1COCC1.CCOCC. The product is [Cl:1][C:2]1[CH:7]=[C:6]([F:8])[C:5]([I:17])=[C:4]([F:9])[C:3]=1[O:10][CH3:11]. The yield is 0.910.